Task: Predict the product of the given reaction.. Dataset: Forward reaction prediction with 1.9M reactions from USPTO patents (1976-2016) (1) Given the reactants C(OC([N:8]1[C:16]2[C:11](=[CH:12][CH:13]=[C:14]([C:17]([CH3:20])([CH3:19])[CH3:18])[CH:15]=2)[CH2:10][CH2:9]1)=O)(C)(C)C.Cl, predict the reaction product. The product is: [C:17]([C:14]1[CH:15]=[C:16]2[C:11]([CH2:10][CH2:9][NH:8]2)=[CH:12][CH:13]=1)([CH3:20])([CH3:18])[CH3:19]. (2) Given the reactants [O:1]1[CH2:5][CH2:4][O:3][CH:2]1[CH2:6][N:7]1[C:16]2[C:11](=[CH:12][CH:13]=[C:14]([O:17][CH3:18])[CH:15]=2)[C:10]([CH:19]=[O:20])=[CH:9][C:8]1=[O:21].P([O-])(O)(O)=O.[Na+].OO.Cl([O-])=O.[Na+].[N+](=C)=[N-].[C:37](=O)([O-])[OH:38].[Na+], predict the reaction product. The product is: [O:1]1[CH2:5][CH2:4][O:3][CH:2]1[CH2:6][N:7]1[C:16]2[C:11](=[CH:12][CH:13]=[C:14]([O:17][CH3:18])[CH:15]=2)[C:10]([C:19]([O:38][CH3:37])=[O:20])=[CH:9][C:8]1=[O:21]. (3) Given the reactants [CH3:1][C:2]1([C:7]2[S:11][C:10]([CH2:12][N:13]3[N:17]=[C:16]([NH2:18])[CH:15]=[N:14]3)=[CH:9][CH:8]=2)[O:6]CCO1.[F:19][C:20]1[CH:21]=[C:22]([C:26]2[O:30][CH:29]=[N:28][C:27]=2[C:31](O)=[O:32])[CH:23]=[CH:24][CH:25]=1, predict the reaction product. The product is: [C:2]([C:7]1[S:11][C:10]([CH2:12][N:13]2[N:17]=[C:16]([NH:18][C:31]([C:27]3[N:28]=[CH:29][O:30][C:26]=3[C:22]3[CH:23]=[CH:24][CH:25]=[C:20]([F:19])[CH:21]=3)=[O:32])[CH:15]=[N:14]2)=[CH:9][CH:8]=1)(=[O:6])[CH3:1]. (4) Given the reactants [Cl:1][C:2]1[CH:3]=[CH:4][C:5]([N+:12]([O-])=O)=[C:6]([CH:11]=1)[NH:7][CH:8]([CH3:10])[CH3:9].[Cl-].[NH4+].C1C[O:20][CH2:19]C1, predict the reaction product. The product is: [Cl:1][C:2]1[CH:3]=[CH:4][C:5]2[NH:12][C:19](=[O:20])[N:7]([CH:8]([CH3:10])[CH3:9])[C:6]=2[CH:11]=1. (5) Given the reactants [CH3:1][O:2][C:3]1([C:7]2[CH:15]=[CH:14][CH:13]=[C:12]3[C:8]=2[CH2:9][CH2:10][C@@H:11]3[OH:16])[CH2:6][CH2:5][CH2:4]1.[CH3:17][O:18][C:19](=[O:31])[CH2:20][C@H:21]1[C:25]2[CH:26]=[CH:27][C:28](O)=[CH:29][C:24]=2[O:23][CH2:22]1, predict the reaction product. The product is: [CH3:17][O:18][C:19](=[O:31])[CH2:20][C@H:21]1[C:25]2[CH:26]=[CH:27][C:28]([O:16][C@H:11]3[C:12]4[C:8](=[C:7]([C:3]5([O:2][CH3:1])[CH2:4][CH2:5][CH2:6]5)[CH:15]=[CH:14][CH:13]=4)[CH2:9][CH2:10]3)=[CH:29][C:24]=2[O:23][CH2:22]1. (6) Given the reactants [NH:1]1[CH2:6][CH2:5][C:4](=[CH:7][C:8]#[N:9])[CH2:3][CH2:2]1.CN(C(ON1N=NC2C=CC=NC1=2)=[N+](C)C)C.F[P-](F)(F)(F)(F)F.CCN(C(C)C)C(C)C.[F:43][C:44]([F:49])([CH3:48])[C:45](O)=[O:46], predict the reaction product. The product is: [F:43][C:44]([F:49])([CH3:48])[C:45]([N:1]1[CH2:6][CH2:5][C:4](=[CH:7][C:8]#[N:9])[CH2:3][CH2:2]1)=[O:46]. (7) The product is: [C:6]([C:8]([NH2:12])([OH:11])[CH2:9][CH3:10])([O:5][C:1]([CH3:2])([CH3:4])[CH3:3])=[O:7].[CH:13]1[CH:18]=[CH:17][C:16]([C:19]2[CH:20]=[CH:21][C:22]([C:25]([CH2:27][CH2:28][C:29]([OH:31])=[O:30])=[O:26])=[CH:23][CH:24]=2)=[CH:15][CH:14]=1. Given the reactants [C:1]([O:5][C:6]([C:8]([NH2:12])([OH:11])[CH2:9][CH3:10])=[O:7])([CH3:4])([CH3:3])[CH3:2].[CH:13]1[CH:14]=[CH:15][C:16]([C:19]2[CH:20]=[CH:21][C:22]([C:25]([CH2:27][CH2:28][C:29]([OH:31])=[O:30])=[O:26])=[CH:23][CH:24]=2)=[CH:17][CH:18]=1.ClCCl.CCN=C=NCCCN(C)C.Cl, predict the reaction product.